From a dataset of Forward reaction prediction with 1.9M reactions from USPTO patents (1976-2016). Predict the product of the given reaction. (1) The product is: [NH:10]([C:17]1[N:18]([C:33]2[CH:38]=[CH:37][CH:36]=[CH:35][CH:34]=2)[C:19]2[N:20]=[C:21]([S:3][CH2:4][C:5]([O:7][CH2:8][CH3:9])=[O:6])[CH:22]=[C:23]([C:28]([F:31])([F:30])[F:29])[C:24]=2[C:25](=[O:27])[CH:26]=1)[C:11]1[CH:16]=[CH:15][CH:14]=[CH:13][CH:12]=1. Given the reactants [H-].[Na+].[SH:3][CH2:4][C:5]([O:7][CH2:8][CH3:9])=[O:6].[NH:10]([C:17]1[N:18]([C:33]2[CH:38]=[CH:37][CH:36]=[CH:35][CH:34]=2)[C:19]2[C:24]([C:25](=[O:27])[CH:26]=1)=[C:23]([C:28]([F:31])([F:30])[F:29])[CH:22]=[C:21](Cl)[N:20]=2)[C:11]1[CH:16]=[CH:15][CH:14]=[CH:13][CH:12]=1, predict the reaction product. (2) Given the reactants Cl[C:2]1[N:7]=[C:6]2[NH:8][CH:9]=[CH:10][C:5]2=[C:4]([O:11][C:12]2[CH:18]=[CH:17][C:15]([NH2:16])=[CH:14][C:13]=2[F:19])[CH:3]=1, predict the reaction product. The product is: [F:19][C:13]1[CH:14]=[C:15]([CH:17]=[CH:18][C:12]=1[O:11][C:4]1[CH:3]=[CH:2][N:7]=[C:6]2[NH:8][CH:9]=[CH:10][C:5]=12)[NH2:16]. (3) Given the reactants [N+:1]([C:4]1[CH:9]=[C:8]([C:10]([F:13])([F:12])[F:11])[CH:7]=[CH:6][C:5]=1[NH:14][CH2:15][CH2:16][OH:17])([O-:3])=[O:2].[CH3:18][C:19]([Si:22](Cl)([CH3:24])[CH3:23])([CH3:21])[CH3:20].N1C=CN=C1, predict the reaction product. The product is: [Si:22]([O:17][CH2:16][CH2:15][NH:14][C:5]1[CH:6]=[CH:7][C:8]([C:10]([F:11])([F:12])[F:13])=[CH:9][C:4]=1[N+:1]([O-:3])=[O:2])([C:19]([CH3:21])([CH3:20])[CH3:18])([CH3:24])[CH3:23]. (4) The product is: [Br:1][C:2]1[CH:7]=[CH:6][C:5]([N:8]2[CH2:9][CH2:10][N:11]([CH3:14])[CH2:12][CH2:13]2)=[CH:4][C:3]=1[NH2:15]. Given the reactants [Br:1][C:2]1[CH:7]=[CH:6][C:5]([N:8]2[CH2:13][CH2:12][N:11]([CH3:14])[CH2:10][CH2:9]2)=[CH:4][C:3]=1[N+:15]([O-])=O, predict the reaction product. (5) Given the reactants [C:1]([CH:3]1[CH2:8][CH2:7][N:6]([C:9]([N:11]2[CH2:16][CH:15]([C:17]3[CH:22]=[CH:21][C:20]([C:23]([F:26])([F:25])[F:24])=[CH:19][CH:18]=3)[CH2:14][CH:13]([C:27](O)=[O:28])[CH2:12]2)=[O:10])[CH2:5][CH2:4]1)#[N:2].[F:30][C:31]1[CH:36]=[CH:35][CH:34]=[CH:33][C:32]=1[C:37](=[NH:40])[NH:38]O, predict the reaction product. The product is: [F:30][C:31]1[CH:36]=[CH:35][CH:34]=[CH:33][C:32]=1[C:37]1[N:40]=[C:27]([CH:13]2[CH2:14][CH:15]([C:17]3[CH:18]=[CH:19][C:20]([C:23]([F:26])([F:24])[F:25])=[CH:21][CH:22]=3)[CH2:16][N:11]([C:9]([N:6]3[CH2:7][CH2:8][CH:3]([C:1]#[N:2])[CH2:4][CH2:5]3)=[O:10])[CH2:12]2)[O:28][N:38]=1. (6) Given the reactants [CH3:1][C:2]([CH3:29])([CH3:28])[CH2:3][CH2:4][C:5]([N:7]1[CH2:12][CH2:11][N:10]([C:13]2[CH:18]=[C:17]([C:19]3[N:23]=[C:22](C(Cl)(Cl)Cl)[O:21][N:20]=3)[CH:16]=[CH:15][N:14]=2)[CH2:9][CH2:8]1)=[O:6].[CH3:30][NH:31][CH3:32].CO, predict the reaction product. The product is: [CH3:1][C:2]([CH3:29])([CH3:28])[CH2:3][CH2:4][C:5]([N:7]1[CH2:12][CH2:11][N:10]([C:13]2[CH:18]=[C:17]([C:19]3[N:23]=[C:22]([N:31]([CH3:32])[CH3:30])[O:21][N:20]=3)[CH:16]=[CH:15][N:14]=2)[CH2:9][CH2:8]1)=[O:6]. (7) The product is: [NH2:1][C:2]1[N:3]([CH3:25])[C:4](=[O:24])[C:5]([C:7]2[CH:12]=[CH:11][CH:10]=[C:9]([O:13][CH2:29][CH2:28][CH:27]=[CH2:26])[CH:8]=2)([C:14]2[CH:19]=[CH:18][C:17]([O:20][CH:21]([F:22])[F:23])=[CH:16][CH:15]=2)[N:6]=1. Given the reactants [NH2:1][C:2]1[N:3]([CH3:25])[C:4](=[O:24])[C:5]([C:14]2[CH:19]=[CH:18][C:17]([O:20][CH:21]([F:23])[F:22])=[CH:16][CH:15]=2)([C:7]2[CH:12]=[CH:11][CH:10]=[C:9]([OH:13])[CH:8]=2)[N:6]=1.[CH2:26](O)[CH2:27][CH:28]=[CH2:29].C1C=CC(P(C2C=CC=CC=2)C2C=CC=CC=2)=CC=1.CCOC(/N=N/C(OCC)=O)=O, predict the reaction product.